This data is from Full USPTO retrosynthesis dataset with 1.9M reactions from patents (1976-2016). The task is: Predict the reactants needed to synthesize the given product. (1) Given the product [Br:8][C:27]1[C:28]([O:34][CH3:35])=[CH:29][C:30]([O:32][CH3:33])=[CH:31][C:26]=1[P:25](=[O:52])([C:36]1[CH:37]=[C:38]([C:48]([CH3:51])([CH3:50])[CH3:49])[C:39]([O:46][CH3:47])=[C:40]([C:42]([CH3:45])([CH3:44])[CH3:43])[CH:41]=1)[C:15]1[CH:16]=[C:17]([C:21]([CH3:24])([CH3:23])[CH3:22])[C:18]([O:19][CH3:20])=[C:13]([C:9]([CH3:10])([CH3:11])[CH3:12])[CH:14]=1, predict the reactants needed to synthesize it. The reactants are: C1C(=O)N([Br:8])C(=O)C1.[C:9]([C:13]1[CH:14]=[C:15]([P:25](=[O:52])([C:36]2[CH:41]=[C:40]([C:42]([CH3:45])([CH3:44])[CH3:43])[C:39]([O:46][CH3:47])=[C:38]([C:48]([CH3:51])([CH3:50])[CH3:49])[CH:37]=2)[C:26]2[CH:31]=[C:30]([O:32][CH3:33])[CH:29]=[C:28]([O:34][CH3:35])[CH:27]=2)[CH:16]=[C:17]([C:21]([CH3:24])([CH3:23])[CH3:22])[C:18]=1[O:19][CH3:20])([CH3:12])([CH3:11])[CH3:10].CCCCCC. (2) Given the product [Br:28][C:29]1[CH:30]=[N:31][CH:32]=[CH:33][C:34]=1/[CH:35]=[C:20]1/[C:21](=[O:27])[C:22]2[C:17]([CH2:18][CH2:19]/1)=[CH:16][C:15]([O:14][CH3:13])=[C:24]([O:25][CH3:26])[CH:23]=2, predict the reactants needed to synthesize it. The reactants are: N(C(C)C)C(C)C.[Li]CCCC.[CH3:13][O:14][C:15]1[CH:16]=[C:17]2[C:22](=[CH:23][C:24]=1[O:25][CH3:26])[C:21](=[O:27])[CH2:20][CH2:19][CH2:18]2.[Br:28][C:29]1[CH:30]=[N:31][CH:32]=[CH:33][C:34]=1[CH:35]=O.Cl.